Dataset: Forward reaction prediction with 1.9M reactions from USPTO patents (1976-2016). Task: Predict the product of the given reaction. (1) Given the reactants CCN=C=NCCCN(C)C.[C:12]([O:16][C:17]([N:19]1[CH2:22][CH:21]([NH2:23])[CH2:20]1)=[O:18])([CH3:15])([CH3:14])[CH3:13].[F:24][C:25]1[CH:26]=[C:27]([C:38]([F:41])([F:40])[F:39])[CH:28]=[C:29]([CH:37]=1)[C:30]([NH:32][CH2:33][C:34](O)=[O:35])=[O:31], predict the reaction product. The product is: [C:12]([O:16][C:17]([N:19]1[CH2:22][CH:21]([NH:23][C:34](=[O:35])[CH2:33][NH:32][C:30](=[O:31])[C:29]2[CH:37]=[C:25]([F:24])[CH:26]=[C:27]([C:38]([F:39])([F:41])[F:40])[CH:28]=2)[CH2:20]1)=[O:18])([CH3:15])([CH3:13])[CH3:14]. (2) The product is: [CH2:17]([N:3]1[C:8]2[CH:9]=[CH:10][CH:11]=[CH:12][C:7]=2[C:6](=[O:13])[O:5][C:4]1=[O:14])[CH:16]=[CH2:15]. Given the reactants [H-].[Na+].[NH:3]1[C:8]2[CH:9]=[CH:10][CH:11]=[CH:12][C:7]=2[C:6](=[O:13])[O:5][C:4]1=[O:14].[CH2:15](I)[CH:16]=[CH2:17].Cl, predict the reaction product. (3) Given the reactants [NH2:1][C:2]1[N:11]=[C:10]([C:12]([N:14]2[CH2:22][C:21]3[C:16](=[CH:17][CH:18]=[CH:19][CH:20]=3)[CH2:15]2)=[O:13])[C:9]2[C:4](=[CH:5][CH:6]=[C:7]([C:23]3[CH:30]=[CH:29][C:28]([F:31])=[CH:27][C:24]=3[CH:25]=O)[CH:8]=2)[N:3]=1.[C:32]([NH2:36])([CH3:35])([CH3:34])[CH3:33].C(O)(=O)C.C(O[BH-](OC(=O)C)OC(=O)C)(=O)C.[Na+], predict the reaction product. The product is: [NH2:1][C:2]1[N:11]=[C:10]([C:12]([N:14]2[CH2:22][C:21]3[C:16](=[CH:17][CH:18]=[CH:19][CH:20]=3)[CH2:15]2)=[O:13])[C:9]2[C:4](=[CH:5][CH:6]=[C:7]([C:23]3[CH:30]=[CH:29][C:28]([F:31])=[CH:27][C:24]=3[CH2:25][NH:36][C:32]([CH3:35])([CH3:34])[CH3:33])[CH:8]=2)[N:3]=1. (4) Given the reactants [CH2:1]([O:8][C:9]1[CH:14]=[CH:13][C:12]([C:15]2[N:32]([CH2:33][O:34][CH2:35][CH2:36][Si:37]([CH3:40])([CH3:39])[CH3:38])[C:18]3[N:19]=[CH:20][N:21]=[C:22]([O:23][C:24]4[CH:29]=[CH:28][C:27]([NH2:30])=[C:26]([Cl:31])[CH:25]=4)[C:17]=3[CH:16]=2)=[CH:11][CH:10]=1)[C:2]1[CH:7]=[CH:6][CH:5]=[CH:4][CH:3]=1.[N:41]1[CH:46]=C[CH:44]=[CH:43][CH:42]=1.C(Cl)(=O)[O:48]C1C=CC=CC=1.C1(N)CC1, predict the reaction product. The product is: [CH2:1]([O:8][C:9]1[CH:14]=[CH:13][C:12]([C:15]2[N:32]([CH2:33][O:34][CH2:35][CH2:36][Si:37]([CH3:40])([CH3:39])[CH3:38])[C:18]3[N:19]=[CH:20][N:21]=[C:22]([O:23][C:24]4[CH:29]=[CH:28][C:27]([NH:30][C:46]([NH:41][CH:42]5[CH2:44][CH2:43]5)=[O:48])=[C:26]([Cl:31])[CH:25]=4)[C:17]=3[CH:16]=2)=[CH:11][CH:10]=1)[C:2]1[CH:3]=[CH:4][CH:5]=[CH:6][CH:7]=1. (5) Given the reactants [CH:1]1([NH:4][C:5]([NH:7][C:8]2[C:9]([C:13]3[NH:17][C:16]4[CH:18]=[CH:19][C:20]([CH2:22][N:23]5[CH2:28][CH2:27][O:26][CH2:25][CH2:24]5)=[CH:21][C:15]=4[N:14]=3)=[N:10][NH:11][CH:12]=2)=[O:6])[CH2:3][CH2:2]1.[CH2:29]1COCC1, predict the reaction product. The product is: [CH:1]1([NH:4][C:5]([NH:7][C:8]2[C:9]([C:13]3[NH:14][C:15]4[CH:21]=[CH:29][C:19]([CH2:20][CH2:22][N:23]5[CH2:28][CH2:27][O:26][CH2:25][CH2:24]5)=[CH:18][C:16]=4[N:17]=3)=[N:10][NH:11][CH:12]=2)=[O:6])[CH2:3][CH2:2]1. (6) Given the reactants [F:1][C:2]([F:18])([F:17])[O:3][C:4]1[CH:9]=[CH:8][CH:7]=[CH:6][C:5]=1[C:10]1[O:14][C:13]([CH:15]=O)=[CH:12][CH:11]=1.[CH3:19][CH:20]([CH3:36])[C:21]([NH:23][C:24]1[CH:29]=[CH:28][CH:27]=[C:26]([CH:30]2[CH2:35][CH2:34][NH:33][CH2:32][CH2:31]2)[CH:25]=1)=[O:22], predict the reaction product. The product is: [CH3:19][CH:20]([CH3:36])[C:21]([NH:23][C:24]1[CH:29]=[CH:28][CH:27]=[C:26]([CH:30]2[CH2:35][CH2:34][N:33]([CH2:15][C:13]3[O:14][C:10]([C:5]4[CH:6]=[CH:7][CH:8]=[CH:9][C:4]=4[O:3][C:2]([F:1])([F:17])[F:18])=[CH:11][CH:12]=3)[CH2:32][CH2:31]2)[CH:25]=1)=[O:22]. (7) Given the reactants [CH3:1][O:2][CH2:3][CH2:4][NH:5][C:6]1[N:7]([CH3:40])[C:8](=[O:39])[C:9]2[C:14]([C:15]3[CH:20]=[CH:19][CH:18]=[CH:17][CH:16]=3)=[C:13]([C:21]3[CH:26]=[CH:25][C:24]([C:27]4([NH:31]C(=O)OC(C)(C)C)[CH2:30][CH2:29][CH2:28]4)=[CH:23][CH:22]=3)[O:12][C:10]=2[N:11]=1.C(O)(C(F)(F)F)=O, predict the reaction product. The product is: [NH2:31][C:27]1([C:24]2[CH:25]=[CH:26][C:21]([C:13]3[O:12][C:10]4[N:11]=[C:6]([NH:5][CH2:4][CH2:3][O:2][CH3:1])[N:7]([CH3:40])[C:8](=[O:39])[C:9]=4[C:14]=3[C:15]3[CH:16]=[CH:17][CH:18]=[CH:19][CH:20]=3)=[CH:22][CH:23]=2)[CH2:28][CH2:29][CH2:30]1. (8) The product is: [CH2:17]([C:19]1[NH:23][C:22]([C:24]([NH:1][C@H:2]2[CH2:7][CH2:6][N:5]([C:8]([O:10][C:11]([CH3:12])([CH3:13])[CH3:14])=[O:9])[CH2:4][C@H:3]2[O:15][CH3:16])=[O:25])=[N:21][C:20]=1[I:27])[CH3:18]. Given the reactants [NH2:1][C@H:2]1[CH2:7][CH2:6][N:5]([C:8]([O:10][C:11]([CH3:14])([CH3:13])[CH3:12])=[O:9])[CH2:4][C@H:3]1[O:15][CH3:16].[CH2:17]([C:19]1[NH:23][C:22]([C:24](O)=[O:25])=[N:21][C:20]=1[I:27])[CH3:18].CCN=C=NCCCN(C)C.Cl.C1C=CC2N(O)N=NC=2C=1, predict the reaction product.